From a dataset of NCI-60 drug combinations with 297,098 pairs across 59 cell lines. Regression. Given two drug SMILES strings and cell line genomic features, predict the synergy score measuring deviation from expected non-interaction effect. (1) Drug 1: CC1=C(C=C(C=C1)NC2=NC=CC(=N2)N(C)C3=CC4=NN(C(=C4C=C3)C)C)S(=O)(=O)N.Cl. Drug 2: CN(C)N=NC1=C(NC=N1)C(=O)N. Cell line: HL-60(TB). Synergy scores: CSS=21.0, Synergy_ZIP=30.0, Synergy_Bliss=29.1, Synergy_Loewe=4.90, Synergy_HSA=9.64. (2) Drug 1: C1=CC(=CC=C1C#N)C(C2=CC=C(C=C2)C#N)N3C=NC=N3. Drug 2: CC1CCC2CC(C(=CC=CC=CC(CC(C(=O)C(C(C(=CC(C(=O)CC(OC(=O)C3CCCCN3C(=O)C(=O)C1(O2)O)C(C)CC4CCC(C(C4)OC)O)C)C)O)OC)C)C)C)OC. Cell line: SNB-75. Synergy scores: CSS=0.802, Synergy_ZIP=0.283, Synergy_Bliss=-0.510, Synergy_Loewe=-4.42, Synergy_HSA=-3.35. (3) Drug 1: C1CCN(CC1)CCOC2=CC=C(C=C2)C(=O)C3=C(SC4=C3C=CC(=C4)O)C5=CC=C(C=C5)O. Drug 2: CC1CCCC2(C(O2)CC(NC(=O)CC(C(C(=O)C(C1O)C)(C)C)O)C(=CC3=CSC(=N3)C)C)C. Cell line: SF-539. Synergy scores: CSS=2.06, Synergy_ZIP=-2.96, Synergy_Bliss=-4.02, Synergy_Loewe=-3.38, Synergy_HSA=-3.35. (4) Drug 1: CCC1(CC2CC(C3=C(CCN(C2)C1)C4=CC=CC=C4N3)(C5=C(C=C6C(=C5)C78CCN9C7C(C=CC9)(C(C(C8N6C=O)(C(=O)OC)O)OC(=O)C)CC)OC)C(=O)OC)O.OS(=O)(=O)O. Drug 2: C1CNP(=O)(OC1)N(CCCl)CCCl. Cell line: OVCAR-5. Synergy scores: CSS=5.91, Synergy_ZIP=-2.95, Synergy_Bliss=-2.72, Synergy_Loewe=2.72, Synergy_HSA=-0.940. (5) Drug 1: C1CCN(CC1)CCOC2=CC=C(C=C2)C(=O)C3=C(SC4=C3C=CC(=C4)O)C5=CC=C(C=C5)O. Drug 2: CCC1(CC2CC(C3=C(CCN(C2)C1)C4=CC=CC=C4N3)(C5=C(C=C6C(=C5)C78CCN9C7C(C=CC9)(C(C(C8N6C=O)(C(=O)OC)O)OC(=O)C)CC)OC)C(=O)OC)O.OS(=O)(=O)O. Cell line: UACC-257. Synergy scores: CSS=42.2, Synergy_ZIP=4.00, Synergy_Bliss=6.77, Synergy_Loewe=-28.7, Synergy_HSA=2.74. (6) Drug 1: CC1C(C(CC(O1)OC2CC(CC3=C2C(=C4C(=C3O)C(=O)C5=C(C4=O)C(=CC=C5)OC)O)(C(=O)C)O)N)O.Cl. Drug 2: C1=NNC2=C1C(=O)NC=N2. Cell line: UACC-257. Synergy scores: CSS=0.343, Synergy_ZIP=-1.03, Synergy_Bliss=-0.0503, Synergy_Loewe=-5.29, Synergy_HSA=-2.24. (7) Drug 1: COC1=C(C=C2C(=C1)N=CN=C2NC3=CC(=C(C=C3)F)Cl)OCCCN4CCOCC4. Drug 2: CCC(=C(C1=CC=CC=C1)C2=CC=C(C=C2)OCCN(C)C)C3=CC=CC=C3.C(C(=O)O)C(CC(=O)O)(C(=O)O)O. Cell line: DU-145. Synergy scores: CSS=35.7, Synergy_ZIP=2.93, Synergy_Bliss=5.89, Synergy_Loewe=-1.61, Synergy_HSA=5.19.